Dataset: Full USPTO retrosynthesis dataset with 1.9M reactions from patents (1976-2016). Task: Predict the reactants needed to synthesize the given product. Given the product [NH2:17][C:3]1[CH:4]=[C:5]([CH:6]=[C:7]([CH2:8][N:9]2[CH2:10][CH2:11][O:12][CH2:13][CH2:14]2)[C:2]=1[Cl:1])[C:15]#[N:16], predict the reactants needed to synthesize it. The reactants are: [Cl:1][C:2]1[C:7]([CH2:8][N:9]2[CH2:14][CH2:13][O:12][CH2:11][CH2:10]2)=[CH:6][C:5]([C:15]#[N:16])=[CH:4][C:3]=1[NH:17]C(=O)OC(C)(C)C.